This data is from CYP1A2 inhibition data for predicting drug metabolism from PubChem BioAssay. The task is: Regression/Classification. Given a drug SMILES string, predict its absorption, distribution, metabolism, or excretion properties. Task type varies by dataset: regression for continuous measurements (e.g., permeability, clearance, half-life) or binary classification for categorical outcomes (e.g., BBB penetration, CYP inhibition). Dataset: cyp1a2_veith. (1) The compound is Cc1ccccc1CNc1ncnc2c1ncn2[C@@H]1O[C@@H](CO)[C@H](O)[C@@H]1O. The result is 0 (non-inhibitor). (2) The molecule is O=C(NCc1ccccc1)C(c1ccncc1)N(C(=O)c1csnn1)C1CC1. The result is 0 (non-inhibitor).